Dataset: Forward reaction prediction with 1.9M reactions from USPTO patents (1976-2016). Task: Predict the product of the given reaction. (1) Given the reactants C[Si]([C:5]#[C:6][C:7]1[CH:8]=[C:9]([CH2:28][CH2:29][CH2:30][CH2:31][N:32]2C(=O)C3C(=CC=CC=3)C2=O)[CH:10]=[C:11]([CH2:13][CH2:14][CH2:15][CH2:16][N:17]2C(=O)C3C(=CC=CC=3)C2=O)[CH:12]=1)(C)C.CNN, predict the reaction product. The product is: [C:6]([C:7]1[CH:12]=[C:11]([CH2:13][CH2:14][CH2:15][CH2:16][NH2:17])[CH:10]=[C:9]([CH2:28][CH2:29][CH2:30][CH2:31][NH2:32])[CH:8]=1)#[CH:5]. (2) The product is: [C:1]([O:5][C:6](=[O:7])[N:8]([CH:9]([C:10](=[O:11])[NH:12][CH:13]([C:14]([N:37]1[CH:36]([C:34](=[O:35])[NH:33][CH:23]2[C:32]3[C:27](=[CH:28][CH:29]=[CH:30][CH:31]=3)[CH2:26][CH2:25][CH2:24]2)[CH2:40][CH2:39][CH:38]1[C:41]1[CH:46]=[CH:45][CH:44]=[CH:43][CH:42]=1)=[O:16])[C:17]([CH3:20])([CH3:19])[CH3:18])[CH3:21])[CH3:22])([CH3:2])([CH3:3])[CH3:4]. Given the reactants [C:1]([O:5][C:6]([N:8]([CH3:22])[CH:9]([CH3:21])[C:10]([NH:12][CH:13]([C:17]([CH3:20])([CH3:19])[CH3:18])[C:14]([OH:16])=O)=[O:11])=[O:7])([CH3:4])([CH3:3])[CH3:2].[CH:23]1([NH:33][C:34]([CH:36]2[CH2:40][CH2:39][CH:38]([C:41]3[CH:46]=[CH:45][CH:44]=[CH:43][CH:42]=3)[NH:37]2)=[O:35])[C:32]2[C:27](=[CH:28][CH:29]=[CH:30][CH:31]=2)[CH2:26][CH2:25][CH2:24]1.Cl.C(N=C=NCCCN(C)C)C.O.ON1C2C=CC=CC=2N=N1.CN1CCOCC1, predict the reaction product. (3) Given the reactants [Cl:1][C:2]1[N:7]=[C:6]([S:8][CH3:9])[N:5]=[C:4]([NH:10][CH2:11][C:12]#[CH:13])[CH:3]=1.[Br:14]N1C(=O)CCC1=O, predict the reaction product. The product is: [Br:14][C:3]1[C:4]([NH:10][CH2:11][C:12]#[CH:13])=[N:5][C:6]([S:8][CH3:9])=[N:7][C:2]=1[Cl:1]. (4) Given the reactants Br[CH2:2][C:3]1[N:8]2[C:9]([CH2:16][CH:17]3[CH2:22][CH2:21][C:20]([F:24])([F:23])[CH2:19][CH2:18]3)=[C:10]([C:12]([F:15])([F:14])[CH3:13])[N:11]=[C:7]2[CH:6]=[C:5]([C:25]([O:27][CH2:28][CH3:29])=[O:26])[C:4]=1[Cl:30].C[N+]1([O-])CC[O:35]CC1.C(=O)([O-])O.[Na+], predict the reaction product. The product is: [Cl:30][C:4]1[C:5]([C:25]([O:27][CH2:28][CH3:29])=[O:26])=[CH:6][C:7]2[N:8]([C:9]([CH2:16][CH:17]3[CH2:18][CH2:19][C:20]([F:23])([F:24])[CH2:21][CH2:22]3)=[C:10]([C:12]([F:14])([F:15])[CH3:13])[N:11]=2)[C:3]=1[CH:2]=[O:35]. (5) Given the reactants [Cl:1][C:2]1[S:6][C:5]([C:7]([OH:9])=O)=[CH:4][C:3]=1[C:10]1[N:14]([CH3:15])[N:13]=[CH:12][C:11]=1[CH3:16].[NH2:17][C@@H:18]([CH2:31][C:32]1[CH:37]=[C:36]([F:38])[CH:35]=[CH:34][C:33]=1[F:39])[CH2:19][N:20]1[C:28](=[O:29])[C:27]2[C:22](=[CH:23][CH:24]=[CH:25][CH:26]=2)[C:21]1=[O:30].FC1C=CC=C(F)C=1C[C@@H](C(O)=O)N.C1CN([P+](Br)(N2CCCC2)N2CCCC2)CC1.F[P-](F)(F)(F)(F)F.CCN(C(C)C)C(C)C, predict the reaction product. The product is: [Cl:1][C:2]1[S:6][C:5]([C:7]([NH:17][C@H:18]([CH2:19][N:20]2[C:28](=[O:29])[C:27]3[C:22](=[CH:23][CH:24]=[CH:25][CH:26]=3)[C:21]2=[O:30])[CH2:31][C:32]2[CH:37]=[C:36]([F:38])[CH:35]=[CH:34][C:33]=2[F:39])=[O:9])=[CH:4][C:3]=1[C:10]1[N:14]([CH3:15])[N:13]=[CH:12][C:11]=1[CH3:16]. (6) Given the reactants [CH2:1]([N:8]1[CH:12]=[CH:11][CH:10]=[C:9]1[C:13]([OH:15])=O)[C:2]1[CH:7]=[CH:6][CH:5]=[CH:4][CH:3]=1.[CH2:16]([O:18][C:19](=[O:27])[CH2:20][C:21]1[N:22]=[C:23]([NH2:26])[S:24][CH:25]=1)[CH3:17], predict the reaction product. The product is: [CH2:16]([O:18][C:19](=[O:27])[CH2:20][C:21]1[N:22]=[C:23]([NH:26][C:13]([C:9]2[N:8]([CH2:1][C:2]3[CH:3]=[CH:4][CH:5]=[CH:6][CH:7]=3)[CH:12]=[CH:11][CH:10]=2)=[O:15])[S:24][CH:25]=1)[CH3:17]. (7) Given the reactants [CH2:1]([N:8]1[CH2:12][C@H:11]([C:13]2[CH:18]=[CH:17][C:16]([F:19])=[C:15]([F:20])[CH:14]=2)[C@@H:10]([C@H:21]([OH:31])[CH2:22][O:23][Si:24]([C:27]([CH3:30])([CH3:29])[CH3:28])([CH3:26])[CH3:25])[CH2:9]1)[C:2]1[CH:7]=[CH:6][CH:5]=[CH:4][CH:3]=1.[Cl:32][C:33]1[CH:34]=[CH:35][C:36](O)=[N:37][CH:38]=1, predict the reaction product. The product is: [CH2:1]([N:8]1[CH2:12][C@H:11]([C:13]2[CH:18]=[CH:17][C:16]([F:19])=[C:15]([F:20])[CH:14]=2)[C@@H:10]([C@@H:21]([O:31][C:36]2[CH:35]=[CH:34][C:33]([Cl:32])=[CH:38][N:37]=2)[CH2:22][O:23][Si:24]([C:27]([CH3:28])([CH3:30])[CH3:29])([CH3:26])[CH3:25])[CH2:9]1)[C:2]1[CH:7]=[CH:6][CH:5]=[CH:4][CH:3]=1. (8) Given the reactants [Cl:1][C:2]1[CH:3]=[C:4]([CH:9]([C:22]([F:25])([F:24])[F:23])/[CH:10]=[CH:11]/[C:12]2[CH:20]=[CH:19][C:15]([C:16]([OH:18])=O)=[C:14]([CH3:21])[CH:13]=2)[CH:5]=[C:6]([Cl:8])[CH:7]=1.[F:26][C:27]([F:31])([F:30])[CH2:28][NH2:29].C1C=CC2N(O)N=NC=2C=1.CCN=C=NCCCN(C)C.Cl.CCN(C(C)C)C(C)C, predict the reaction product. The product is: [Cl:8][C:6]1[CH:5]=[C:4]([CH:9]([C:22]([F:25])([F:24])[F:23])/[CH:10]=[CH:11]/[C:12]2[CH:20]=[CH:19][C:15]([C:16]([NH:29][CH2:28][C:27]([F:31])([F:30])[F:26])=[O:18])=[C:14]([CH3:21])[CH:13]=2)[CH:3]=[C:2]([Cl:1])[CH:7]=1.